This data is from Reaction yield outcomes from USPTO patents with 853,638 reactions. The task is: Predict the reaction yield, written as a fraction of the theoretical maximum amount of product (1.0 means a 100% yield; for example, 0.34 means a 34% yield). (1) The reactants are [Br:1][C:2]1[CH:3]=[C:4]([C:9]2[N:13]([CH3:14])[N:12]=[C:11]([C:15](=[N:17][NH:18][C:19]([C:21]3[CH:30]=[CH:29][C:24]([C:25]([O:27]C)=[O:26])=[CH:23][CH:22]=3)=[O:20])[CH3:16])[C:10]=2[OH:31])[CH:5]=[CH:6][C:7]=1[F:8].CO.[OH-].[Na+].Cl. The catalyst is O. The product is [Br:1][C:2]1[CH:3]=[C:4]([C:9]2[N:13]([CH3:14])[N:12]=[C:11]([C:15](=[N:17][NH:18][C:19]([C:21]3[CH:22]=[CH:23][C:24]([C:25]([OH:27])=[O:26])=[CH:29][CH:30]=3)=[O:20])[CH3:16])[C:10]=2[OH:31])[CH:5]=[CH:6][C:7]=1[F:8]. The yield is 0.370. (2) The yield is 0.760. The reactants are Cl.[NH2:2][CH:3]1[CH2:12][C:11]2[CH:10]=[C:9]([OH:13])[CH:8]=[CH:7][C:6]=2[CH2:5][CH2:4]1.CN(C=O)C.[C:19]([O:23][C:24](O[C:24]([O:23][C:19]([CH3:22])([CH3:21])[CH3:20])=[O:25])=[O:25])([CH3:22])([CH3:21])[CH3:20]. The catalyst is O. The product is [OH:13][C:9]1[CH:10]=[C:11]2[C:6]([CH2:5][CH2:4][CH:3]([NH:2][C:24](=[O:25])[O:23][C:19]([CH3:22])([CH3:21])[CH3:20])[CH2:12]2)=[CH:7][CH:8]=1. (3) The reactants are [CH2:1]([O:8][C:9]([NH:11][CH:12]([C:16]([CH3:19])([CH3:18])[CH3:17])[C:13]([OH:15])=O)=[O:10])[C:2]1[CH:7]=[CH:6][CH:5]=[CH:4][CH:3]=1.C1C=CC2N(O)N=NC=2C=1.C(Cl)CCl.[C:34]([O:38][C:39](=[O:45])[C@@H:40]1[CH2:44][CH2:43][CH2:42][NH:41]1)([CH3:37])([CH3:36])[CH3:35]. The catalyst is C(Cl)Cl.CN(C)C=O. The product is [C:34]([O:38][C:39]([CH:40]1[CH2:44][CH2:43][CH2:42][N:41]1[C:13](=[O:15])[CH:12]([NH:11][C:9]([O:8][CH2:1][C:2]1[CH:3]=[CH:4][CH:5]=[CH:6][CH:7]=1)=[O:10])[C:16]([CH3:19])([CH3:18])[CH3:17])=[O:45])([CH3:37])([CH3:35])[CH3:36]. The yield is 0.875. (4) The product is [F:3][C:4]1[CH:5]=[C:6]([NH:11][CH:12]([C:14]2[CH:15]=[C:16]([C:32]([OH:34])=[O:33])[CH:17]=[C:18]3[C:23]=2[O:22][C:21]([N:24]2[CH2:29][CH2:28][O:27][CH2:26][C@@H:25]2[CH3:30])=[CH:20][C:19]3=[O:31])[CH3:13])[CH:7]=[C:8]([F:10])[CH:9]=1. The reactants are [OH-].[Na+].[F:3][C:4]1[CH:5]=[C:6]([NH:11][CH:12]([C:14]2[CH:15]=[C:16]([C:32]([O:34]C)=[O:33])[CH:17]=[C:18]3[C:23]=2[O:22][C:21]([N:24]2[CH2:29][CH2:28][O:27][CH2:26][C@@H:25]2[CH3:30])=[CH:20][C:19]3=[O:31])[CH3:13])[CH:7]=[C:8]([F:10])[CH:9]=1.C1COCC1.Cl. The yield is 0.860. The catalyst is CO. (5) The reactants are [C:1]([Si:5]([CH3:14])([CH3:13])[O:6][CH2:7][CH2:8][CH2:9][C@@H:10]1[CH2:12][O:11]1)([CH3:4])([CH3:3])[CH3:2].[NH2:15][C:16]1[CH:17]=[CH:18][C:19]2[O:24][CH2:23][C:22](=[O:25])[NH:21][C:20]=2[CH:26]=1. The catalyst is CCO.O. The product is [C:1]([Si:5]([CH3:14])([CH3:13])[O:6][CH2:7][CH2:8][CH2:9][C@@H:10]([OH:11])[CH2:12][NH:15][C:16]1[CH:17]=[CH:18][C:19]2[O:24][CH2:23][C:22](=[O:25])[NH:21][C:20]=2[CH:26]=1)([CH3:4])([CH3:3])[CH3:2]. The yield is 0.390.